This data is from HIV replication inhibition screening data with 41,000+ compounds from the AIDS Antiviral Screen. The task is: Binary Classification. Given a drug SMILES string, predict its activity (active/inactive) in a high-throughput screening assay against a specified biological target. The drug is O=S(=O)(O)C1=C2Sc3ccccc3N=C2c2ccccc2C1. The result is 0 (inactive).